This data is from Reaction yield outcomes from USPTO patents with 853,638 reactions. The task is: Predict the reaction yield, written as a fraction of the theoretical maximum amount of product (1.0 means a 100% yield; for example, 0.34 means a 34% yield). (1) The reactants are [B-](F)(F)(F)F.[CH3:6][N:7](C(ON1C(=O)CCC1=O)=[N+](C)C)[CH3:8].[OH:21][CH:22]([C:24]1[CH:25]=[C:26]([C:41]([OH:43])=O)[CH:27]=[C:28]2[C:33]=1[O:32][C:31]([N:34]1[CH2:39][CH2:38][O:37][CH2:36][CH2:35]1)=[CH:30][C:29]2=[O:40])[CH3:23].CCN(C(C)C)C(C)C.CNC. The catalyst is C(Cl)Cl. The product is [OH:21][CH:22]([C:24]1[CH:25]=[C:26]([C:41]([N:7]([CH3:8])[CH3:6])=[O:43])[CH:27]=[C:28]2[C:33]=1[O:32][C:31]([N:34]1[CH2:39][CH2:38][O:37][CH2:36][CH2:35]1)=[CH:30][C:29]2=[O:40])[CH3:23]. The yield is 0.990. (2) The reactants are [Br:1][C:2]1[CH:8]=[C:7]([F:9])[CH:6]=[CH:5][C:3]=1[NH2:4].C(N(CC)CC)C.[CH3:17][S:18](Cl)(=[O:20])=[O:19].Cl. The catalyst is C(#N)C. The product is [Br:1][C:2]1[CH:8]=[C:7]([F:9])[CH:6]=[CH:5][C:3]=1[N:4]([S:18]([CH3:17])(=[O:20])=[O:19])[S:18]([CH3:17])(=[O:20])=[O:19]. The yield is 0.870.